Dataset: Forward reaction prediction with 1.9M reactions from USPTO patents (1976-2016). Task: Predict the product of the given reaction. (1) Given the reactants C[Al](C)C.[NH:5]1[CH2:9][CH2:8][CH2:7][CH2:6]1.[O:10]1[CH:14]=[CH:13][CH:12]=[C:11]1[C:15]1[C:16]2[S:30][CH:29]=[CH:28][C:17]=2[N:18]=[C:19]([CH2:21][CH2:22][C:23](OCC)=[O:24])[N:20]=1, predict the reaction product. The product is: [O:10]1[CH:14]=[CH:13][CH:12]=[C:11]1[C:15]1[C:16]2[S:30][CH:29]=[CH:28][C:17]=2[N:18]=[C:19]([CH2:21][CH2:22][C:23](=[O:24])[N:5]2[CH2:9][CH2:8][CH2:7][CH2:6]2)[N:20]=1. (2) The product is: [S:20]([O:11][CH2:10][CH2:9][CH2:8][C:5]1[CH:6]=[CH:7][C:2]([CH3:1])=[CH:3][CH:4]=1)(=[O:22])(=[O:21])[CH3:19]. Given the reactants [CH3:1][C:2]1[CH:7]=[CH:6][C:5]([CH2:8][CH2:9][CH2:10][OH:11])=[CH:4][CH:3]=1.C(N(CC)CC)C.[CH3:19][S:20](Cl)(=[O:22])=[O:21], predict the reaction product. (3) The product is: [C:34]1([C:40]([C:48]2[CH:53]=[CH:52][CH:51]=[CH:50][CH:49]=2)([CH:42]2[CH2:47][CH2:46][N:45]([CH2:12][CH2:13][C:14]3[CH:15]=[CH:16][C:17]([C:20]4([CH2:24][S:25]([C:28]5[CH:33]=[CH:32][CH:31]=[CH:30][CH:29]=5)(=[O:26])=[O:27])[CH2:23][O:22][CH2:21]4)=[CH:18][CH:19]=3)[CH2:44][CH2:43]2)[OH:41])[CH:35]=[CH:36][CH:37]=[CH:38][CH:39]=1. Given the reactants CC1C=CC(S(O[CH2:12][CH2:13][C:14]2[CH:19]=[CH:18][C:17]([C:20]3([CH2:24][S:25]([C:28]4[CH:33]=[CH:32][CH:31]=[CH:30][CH:29]=4)(=[O:27])=[O:26])[CH2:23][O:22][CH2:21]3)=[CH:16][CH:15]=2)(=O)=O)=CC=1.[C:34]1([C:40]([C:48]2[CH:53]=[CH:52][CH:51]=[CH:50][CH:49]=2)([CH:42]2[CH2:47][CH2:46][NH:45][CH2:44][CH2:43]2)[OH:41])[CH:39]=[CH:38][CH:37]=[CH:36][CH:35]=1, predict the reaction product. (4) Given the reactants Cl.[CH3:2][C@H:3]1[N:8]([C:9]2[CH:14]=[CH:13][C:12]([C:15]([F:18])([F:17])[F:16])=[CH:11][N:10]=2)[CH2:7][CH2:6][N:5]([CH2:19][C:20]2[C:21]([C:31]3[CH2:36][CH2:35][N:34](C(OC(C)(C)C)=O)[CH2:33][CH:32]=3)=[N:22][N:23](C3CCCCO3)[CH:24]=2)[CH2:4]1, predict the reaction product. The product is: [CH3:2][C@@H:3]1[CH2:4][N:5]([CH2:19][C:20]2[C:21]([C:31]3[CH2:36][CH2:35][NH:34][CH2:33][CH:32]=3)=[N:22][NH:23][CH:24]=2)[CH2:6][CH2:7][N:8]1[C:9]1[CH:14]=[CH:13][C:12]([C:15]([F:18])([F:16])[F:17])=[CH:11][N:10]=1. (5) Given the reactants Cl[C:2]1[C:3]2[C:11]([CH3:12])=[C:10]([CH3:13])[N:9]([C:14]3[C:19]4=[N:20][S:21][N:22]=[C:18]4[C:17]([CH3:23])=[CH:16][C:15]=3[CH3:24])[C:4]=2[N:5]=[C:6]([CH3:8])[N:7]=1.[CH:25]1([CH2:28][NH:29][CH2:30][CH2:31][CH3:32])[CH2:27][CH2:26]1.CS(C)=O, predict the reaction product. The product is: [CH:25]1([CH2:28][N:29]([C:2]2[C:3]3[C:11]([CH3:12])=[C:10]([CH3:13])[N:9]([C:14]4[C:19]5=[N:20][S:21][N:22]=[C:18]5[C:17]([CH3:23])=[CH:16][C:15]=4[CH3:24])[C:4]=3[N:5]=[C:6]([CH3:8])[N:7]=2)[CH2:30][CH2:31][CH3:32])[CH2:27][CH2:26]1. (6) Given the reactants [CH3:1][C:2]([CH3:21])([CH3:20])[C:3]([C:5]1[N:9]([CH2:10][C:11]([OH:13])=O)[C:8]2[CH:14]=[C:15]([O:18][CH3:19])[CH:16]=[CH:17][C:7]=2[N:6]=1)=[O:4].C1C=CC2N(O)N=NC=2C=1.[CH2:32]([NH:34][CH2:35][CH2:36][CH2:37][CH3:38])[CH3:33].CCN(C(C)C)C(C)C, predict the reaction product. The product is: [CH2:35]([N:34]([CH2:32][CH3:33])[C:11](=[O:13])[CH2:10][N:9]1[C:8]2[CH:14]=[C:15]([O:18][CH3:19])[CH:16]=[CH:17][C:7]=2[N:6]=[C:5]1[C:3](=[O:4])[C:2]([CH3:21])([CH3:20])[CH3:1])[CH2:36][CH2:37][CH3:38].